Dataset: Catalyst prediction with 721,799 reactions and 888 catalyst types from USPTO. Task: Predict which catalyst facilitates the given reaction. (1) Reactant: [N+:1]([C:4]1[CH:9]=[CH:8][C:7]([C:10]2[C:11](=[O:16])[NH:12][CH:13]=[CH:14][CH:15]=2)=[CH:6][CH:5]=1)([O-:3])=[O:2].[CH2:17]([O:19][C:20](=[O:31])[CH2:21][CH2:22][C:23]1[CH:28]=[CH:27][C:26]([CH2:29]Cl)=[CH:25][CH:24]=1)[CH3:18].C(=O)([O-])[O-].[Cs+].[Cs+]. Product: [CH2:17]([O:19][C:20](=[O:31])[CH2:21][CH2:22][C:23]1[CH:24]=[CH:25][C:26]([CH2:29][N:12]2[CH:13]=[CH:14][CH:15]=[C:10]([C:7]3[CH:8]=[CH:9][C:4]([N+:1]([O-:3])=[O:2])=[CH:5][CH:6]=3)[C:11]2=[O:16])=[CH:27][CH:28]=1)[CH3:18]. The catalyst class is: 9. (2) Reactant: [Br:1][C:2]1[CH:10]=[CH:9][C:5]2[NH:6][N:7]=[N:8][C:4]=2[CH:3]=1.[C:11](Cl)(Cl)=[O:12].[CH3:15][C:16]([OH:19])([CH3:18])[CH3:17].N1C=CC=CC=1. Product: [C:16]([O:19][C:11]([N:6]1[C:5]2[CH:9]=[CH:10][C:2]([Br:1])=[CH:3][C:4]=2[N:8]=[N:7]1)=[O:12])([CH3:18])([CH3:17])[CH3:15]. The catalyst class is: 182. (3) Reactant: [CH2:1](O)[CH2:2][OH:3].O.C1(C)C=CC(S(O)(=O)=O)=CC=1.[CH:17]([O:20][C:21]1[CH:22]=[C:23]([CH:26]=[CH:27][C:28]=1[O:29][CH3:30])[CH:24]=[O:25])([CH3:19])[CH3:18].C(=O)([O-])[O-].[K+].[K+]. Product: [CH:17]([O:20][C:21]1[CH:22]=[C:23]([CH:24]2[O:3][CH2:2][CH2:1][O:25]2)[CH:26]=[CH:27][C:28]=1[O:29][CH3:30])([CH3:19])[CH3:18]. The catalyst class is: 11. (4) Reactant: [OH:1][C@H:2]([CH2:12][O:13]C(C1C=CC=CC=1)(C1C=CC=CC=1)C1C=CC=CC=1)[CH2:3][N:4]1[CH:11]=[N:10][C:8]([NH2:9])=[N:7][C:5]1=[O:6].S(O[CH2:44][P:45](=[O:54])([O:50]C(C)C)[O:46]C(C)C)(C1C=CC(C)=CC=1)(=O)=O.[H-].[Na+].Br[Si](C)(C)C. Product: [OH:13][CH2:12][C@@H:2]([O:1][CH2:44][P:45]([OH:54])([OH:50])=[O:46])[CH2:3][N:4]1[CH:11]=[N:10][C:8]([NH2:9])=[N:7][C:5]1=[O:6]. The catalyst class is: 640. (5) The catalyst class is: 16. Product: [OH:17][C@@:12]1([CH3:16])[CH2:13][C@@H:14]([CH3:15])[N:10]([C:8]2[CH:7]=[CH:6][C:3]([C:4]#[N:5])=[C:2]([O:20][CH3:19])[CH:9]=2)[C@H:11]1[CH3:18]. Reactant: F[C:2]1[CH:9]=[C:8]([N:10]2[C@H:14]([CH3:15])[CH2:13][C@@:12]([OH:17])([CH3:16])[C@@H:11]2[CH3:18])[CH:7]=[CH:6][C:3]=1[C:4]#[N:5].[CH3:19][O-:20].[Na+].O. (6) Reactant: CC1(C)C[CH:10]([NH2:12])[C:9]2[C:4](=[CH:5][CH:6]=[CH:7]C=2)[O:3]1.[N:14]1[CH:19]=[CH:18][CH:17]=[CH:16][C:15]=1[C:20]1[CH:25]=[CH:24][CH:23]=[CH:22][C:21]=1/[CH:26]=[CH:27]/[C:28]([OH:30])=O.CCN=C=NCCCN(C)C.[ClH:42].[CH:43]1[CH:44]=[CH:45][C:46]2N(O)N=N[C:47]=2[CH:48]=1.C(N(CC)CC)C. Product: [Cl:42][C:43]1[CH:48]=[C:47]2[C:46](=[CH:45][CH:44]=1)[O:3][C:4]1([CH2:5][CH2:6][CH2:7]1)[CH2:9][CH:10]2[NH:12][C:28](=[O:30])/[CH:27]=[CH:26]/[C:21]1[CH:22]=[CH:23][CH:24]=[CH:25][C:20]=1[C:15]1[CH:16]=[CH:17][CH:18]=[CH:19][N:14]=1. The catalyst class is: 4. (7) Reactant: C[O:2][C:3](=O)[C:4]1[CH:9]=[CH:8][C:7]([Br:10])=[CH:6][C:5]=1[CH3:11].[H-].[H-].[H-].[H-].[Li+].[Al+3].O. Product: [Br:10][C:7]1[CH:8]=[CH:9][C:4]([CH2:3][OH:2])=[C:5]([CH3:11])[CH:6]=1. The catalyst class is: 2. (8) Reactant: Cl.[NH2:2][C@H:3]([C:12]([OH:14])=[O:13])[CH2:4][C:5]1[CH:10]=[CH:9][C:8]([OH:11])=[CH:7][CH:6]=1.N1([C:27](=O)[C:26]2N(C)C=N[C:21]=2N(C)C1=O)C.C1(C)CCC(C(C)C)C(O)C1. Product: [CH:26]([O:13][C:12](=[O:14])[C@H:3]([CH2:4][C:5]1[CH:6]=[CH:7][C:8]([OH:11])=[CH:9][CH:10]=1)[NH2:2])([CH3:27])[CH3:21]. The catalyst class is: 97.